This data is from NCI-60 drug combinations with 297,098 pairs across 59 cell lines. The task is: Regression. Given two drug SMILES strings and cell line genomic features, predict the synergy score measuring deviation from expected non-interaction effect. (1) Drug 1: C1CCC(CC1)NC(=O)N(CCCl)N=O. Drug 2: C1C(C(OC1N2C=NC3=C(N=C(N=C32)Cl)N)CO)O. Cell line: SF-295. Synergy scores: CSS=37.0, Synergy_ZIP=-0.223, Synergy_Bliss=2.00, Synergy_Loewe=4.02, Synergy_HSA=3.27. (2) Drug 1: CS(=O)(=O)CCNCC1=CC=C(O1)C2=CC3=C(C=C2)N=CN=C3NC4=CC(=C(C=C4)OCC5=CC(=CC=C5)F)Cl. Drug 2: C1CN(P(=O)(OC1)NCCCl)CCCl. Cell line: HCT116. Synergy scores: CSS=0.372, Synergy_ZIP=5.94, Synergy_Bliss=9.71, Synergy_Loewe=2.12, Synergy_HSA=0.918. (3) Drug 1: CCC1=CC2CC(C3=C(CN(C2)C1)C4=CC=CC=C4N3)(C5=C(C=C6C(=C5)C78CCN9C7C(C=CC9)(C(C(C8N6C)(C(=O)OC)O)OC(=O)C)CC)OC)C(=O)OC.C(C(C(=O)O)O)(C(=O)O)O. Drug 2: CC1=C(C(=O)C2=C(C1=O)N3CC4C(C3(C2COC(=O)N)OC)N4)N. Cell line: NCI/ADR-RES. Synergy scores: CSS=6.40, Synergy_ZIP=-0.803, Synergy_Bliss=4.45, Synergy_Loewe=1.99, Synergy_HSA=2.00.